Dataset: Catalyst prediction with 721,799 reactions and 888 catalyst types from USPTO. Task: Predict which catalyst facilitates the given reaction. Reactant: C[O:2][C:3]([C:5]1[CH:9]([C:10](=[O:24])[NH:11][C@:12]2([C:17]([O:19][C:20]([CH3:23])([CH3:22])[CH3:21])=[O:18])[CH2:14][C@H:13]2[CH:15]=[CH2:16])[CH2:8][CH:7]([O:25][C:26]2[C:35]3[C:30](=[CH:31][C:32]([O:36][CH3:37])=[CH:33][CH:34]=3)[N:29]=[C:28]([C:38]3[CH:43]=[CH:42][CH:41]=[CH:40][CH:39]=3)[CH:27]=2)[CH:6]=1)=[O:4].[Li+].[OH-]. Product: [C:20]([O:19][C:17]([C@@:12]1([NH:11][C:10]([CH:9]2[C:5]([C:3]([OH:4])=[O:2])=[CH:6][CH:7]([O:25][C:26]3[C:35]4[C:30](=[CH:31][C:32]([O:36][CH3:37])=[CH:33][CH:34]=4)[N:29]=[C:28]([C:38]4[CH:39]=[CH:40][CH:41]=[CH:42][CH:43]=4)[CH:27]=3)[CH2:8]2)=[O:24])[CH2:14][C@H:13]1[CH:15]=[CH2:16])=[O:18])([CH3:21])([CH3:22])[CH3:23]. The catalyst class is: 38.